Task: Predict the reactants needed to synthesize the given product.. Dataset: Full USPTO retrosynthesis dataset with 1.9M reactions from patents (1976-2016) (1) The reactants are: C([O:5][C:6]([NH:8][CH:9]([CH2:14][C:15]([N:17]1[CH2:22][CH2:21][C:20](=[C:23]2[C:29]3[CH:30]=[CH:31][CH:32]=[CH:33][C:28]=3[CH:27]=[CH:26][C:25]3[CH:34]=[CH:35][CH:36]=[CH:37][C:24]2=3)[CH2:19][CH2:18]1)=[O:16])[C:10]([O:12][CH3:13])=[O:11])=O)(C)(C)C.Cl.C(OCC)(=O)C.C(N(CC)CC)C.[C:52](Cl)(=O)[C:53](C)([CH3:55])[CH3:54].C(=O)([O-])O.[Na+]. Given the product [CH:33]1[C:28]2[CH:27]=[CH:26][C:25]3[CH:34]=[CH:35][CH:36]=[CH:37][C:24]=3[C:23](=[C:20]3[CH2:19][CH2:18][N:17]([C:15](=[O:16])[CH2:14][CH:9]([NH:8][C:6](=[O:5])[C:53]([CH3:55])([CH3:54])[CH3:52])[C:10]([O:12][CH3:13])=[O:11])[CH2:22][CH2:21]3)[C:29]=2[CH:30]=[CH:31][CH:32]=1, predict the reactants needed to synthesize it. (2) Given the product [O:8]=[C:6]1[NH:7][C@H:3]([CH2:2][O:1][S:17]([CH3:16])(=[O:19])=[O:18])[CH2:4][CH2:5]1, predict the reactants needed to synthesize it. The reactants are: [OH:1][CH2:2][C@H:3]1[NH:7][C:6](=[O:8])[CH2:5][CH2:4]1.C(N(CC)CC)C.[CH3:16][S:17](Cl)(=[O:19])=[O:18]. (3) Given the product [C:15]1([C@H:10]2[CH2:11][CH2:12][CH2:13][C:8](=[O:14])[CH2:9]2)[CH:20]=[CH:19][CH:18]=[CH:17][CH:16]=1, predict the reactants needed to synthesize it. The reactants are: O1CCOCC1.O.[C:8]1(=[O:14])[CH2:13][CH2:12][CH2:11][CH:10]=[CH:9]1.[C:15]1(B(O)O)[CH:20]=[CH:19][CH:18]=[CH:17][CH:16]=1. (4) The reactants are: [N:1]1([CH2:7][CH2:8][CH2:9][NH:10][C:11]2[N:12]=[N+:13]([O-:25])[C:14]3[CH:24]=[C:23]4[C:18]([CH2:19][CH2:20][CH2:21][O:22]4)=[CH:17][C:15]=3[N:16]=2)[CH2:6][CH2:5][O:4][CH2:3][CH2:2]1.CO.CC[O:30]C(C)=O. Given the product [N:1]1([CH2:7][CH2:8][CH2:9][NH:10][C:11]2[N:12]=[N+:13]([O-:25])[C:14]3[CH:24]=[C:23]4[C:18]([CH2:19][CH2:20][CH2:21][O:22]4)=[CH:17][C:15]=3[N+:16]=2[O-:30])[CH2:2][CH2:3][O:4][CH2:5][CH2:6]1, predict the reactants needed to synthesize it. (5) Given the product [F:18][C:19]1[CH:20]=[C:21]2[C:27]([C:2]3[N:7]=[C:6]([S:8][CH3:9])[CH:5]=[CH:4][N:3]=3)=[N:26][N:25]([C:37]([C:38]3[CH:39]=[CH:40][CH:41]=[CH:42][CH:43]=3)([C:44]3[CH:45]=[CH:46][CH:47]=[CH:48][CH:49]=3)[C:50]3[CH:55]=[CH:54][CH:53]=[CH:52][CH:51]=3)[C:22]2=[N:23][CH:24]=1, predict the reactants needed to synthesize it. The reactants are: Cl[C:2]1[N:7]=[C:6]([S:8][CH3:9])[CH:5]=[CH:4][N:3]=1.[O-]P([O-])([O-])=O.[K+].[K+].[K+].[F:18][C:19]1[CH:20]=[C:21]2[C:27](B3OC(C)(C)C(C)(C)O3)=[N:26][N:25]([C:37]([C:50]3[CH:55]=[CH:54][CH:53]=[CH:52][CH:51]=3)([C:44]3[CH:49]=[CH:48][CH:47]=[CH:46][CH:45]=3)[C:38]3[CH:43]=[CH:42][CH:41]=[CH:40][CH:39]=3)[C:22]2=[N:23][CH:24]=1. (6) The reactants are: [OH:1][C:2]1[CH:11]=[C:10]2[C:5]([CH2:6][C@@H:7]([C:19](=[O:31])[NH:20][C@H:21]3[C:30]4[C:25](=[CH:26][CH:27]=[CH:28][CH:29]=4)[CH2:24][CH2:23][CH2:22]3)[N:8]([C:12]([O:14][C:15]([CH3:18])([CH3:17])[CH3:16])=[O:13])[CH2:9]2)=[CH:4][CH:3]=1.[C:32]([O-:35])([O-])=O.[Cs+].[Cs+].CN([CH:41]=[O:42])C. Given the product [CH3:32][O:35][C:41]([C:2]1[CH:11]=[CH:10][C:5]([CH2:6][O:1][C:2]2[CH:11]=[C:10]3[C:5]([CH2:6][C@@H:7]([C:19](=[O:31])[NH:20][C@H:21]4[C:30]5[C:25](=[CH:26][CH:27]=[CH:28][CH:29]=5)[CH2:24][CH2:23][CH2:22]4)[N:8]([C:12]([O:14][C:15]([CH3:16])([CH3:17])[CH3:18])=[O:13])[CH2:9]3)=[CH:4][CH:3]=2)=[CH:4][CH:3]=1)=[O:42], predict the reactants needed to synthesize it. (7) Given the product [Cl:19][C:20]1[CH:30]=[CH:29][CH:28]=[CH:27][C:21]=1[C:22]([O:24][CH2:25][N:15]1[C:14](=[O:16])[O:13][N:12]=[C:11]1[C:7]1[CH:6]=[C:5]([C:4]([F:3])([F:17])[F:18])[CH:10]=[CH:9][N:8]=1)=[O:23], predict the reactants needed to synthesize it. The reactants are: [H-].[Na+].[F:3][C:4]([F:18])([F:17])[C:5]1[CH:10]=[CH:9][N:8]=[C:7]([C:11]2[NH:12][O:13][C:14](=[O:16])[N:15]=2)[CH:6]=1.[Cl:19][C:20]1[CH:30]=[CH:29][CH:28]=[CH:27][C:21]=1[C:22]([O:24][CH2:25]Cl)=[O:23].[Cl-].[NH4+].